Dataset: Forward reaction prediction with 1.9M reactions from USPTO patents (1976-2016). Task: Predict the product of the given reaction. (1) Given the reactants [NH:1]1[C:9]2[C:4](=[CH:5][C:6]([C:10]3[C:15]4=[N:16][S:17](=[O:21])(=[O:20])[CH2:18][CH2:19][N:14]4[CH:13]=[CH:12][CH:11]=3)=[CH:7][CH:8]=2)[CH:3]=[CH:2]1.[H-].[Na+].I[CH2:25][CH3:26].O, predict the reaction product. The product is: [CH2:25]([N:1]1[C:9]2[C:4](=[CH:5][C:6]([C:10]3[C:15]4=[N:16][S:17](=[O:21])(=[O:20])[CH2:18][CH2:19][N:14]4[CH:13]=[CH:12][CH:11]=3)=[CH:7][CH:8]=2)[CH:3]=[CH:2]1)[CH3:26]. (2) Given the reactants [C:1]1([C:7]([NH:20][C@@H:21]([CH2:24][NH2:25])[CH2:22][OH:23])([C:14]2[CH:19]=[CH:18][CH:17]=[CH:16][CH:15]=2)[C:8]2[CH:13]=[CH:12][CH:11]=[CH:10][CH:9]=2)[CH:6]=[CH:5][CH:4]=[CH:3][CH:2]=1.C(N(CC)CC)C.[O:33]([C:40]1[CH:45]=[CH:44][C:43]([S:46](Cl)(=[O:48])=[O:47])=[CH:42][CH:41]=1)[C:34]1[CH:39]=[CH:38][CH:37]=[CH:36][CH:35]=1, predict the reaction product. The product is: [O:33]([C:40]1[CH:45]=[CH:44][C:43]([S:46]([NH:25][CH2:24][C@H:21]([NH:20][C:7]([C:8]2[CH:13]=[CH:12][CH:11]=[CH:10][CH:9]=2)([C:14]2[CH:15]=[CH:16][CH:17]=[CH:18][CH:19]=2)[C:1]2[CH:2]=[CH:3][CH:4]=[CH:5][CH:6]=2)[CH2:22][OH:23])(=[O:48])=[O:47])=[CH:42][CH:41]=1)[C:34]1[CH:35]=[CH:36][CH:37]=[CH:38][CH:39]=1.